The task is: Predict the product of the given reaction.. This data is from Forward reaction prediction with 1.9M reactions from USPTO patents (1976-2016). (1) Given the reactants [NH2:1][C:2]1[CH:3]=[C:4]([CH:28]2[CH2:30][CH2:29]2)[C:5]([C:18]2[CH:19]=[C:20]3[C:25](=[CH:26][CH:27]=2)[O:24][CH2:23][CH2:22][CH2:21]3)=[C:6]([CH:9]([O:14][CH:15]2[CH2:17][CH2:16]2)[C:10]([O:12][CH3:13])=[O:11])[C:7]=1[CH3:8].[C:31](OC(=O)C)(=[O:33])[CH3:32], predict the reaction product. The product is: [C:31]([NH:1][C:2]1[CH:3]=[C:4]([CH:28]2[CH2:30][CH2:29]2)[C:5]([C:18]2[CH:19]=[C:20]3[C:25](=[CH:26][CH:27]=2)[O:24][CH2:23][CH2:22][CH2:21]3)=[C:6]([CH:9]([O:14][CH:15]2[CH2:16][CH2:17]2)[C:10]([O:12][CH3:13])=[O:11])[C:7]=1[CH3:8])(=[O:33])[CH3:32]. (2) Given the reactants [OH:1][CH2:2][CH2:3][NH:4][C:5]1[C:6]([C:10]2[N:14]([C:15]3[CH:20]=[CH:19][CH:18]=[C:17]([C:21]([F:24])([F:23])[F:22])[CH:16]=3)[C:13](=[O:25])[O:12][N:11]=2)=[N:7][O:8][N:9]=1.[CH3:26][S:27](Cl)(=[O:29])=[O:28].C(N(CC)CC)C, predict the reaction product. The product is: [CH3:26][S:27]([O:1][CH2:2][CH2:3][NH:4][C:5]1[C:6]([C:10]2[N:14]([C:15]3[CH:20]=[CH:19][CH:18]=[C:17]([C:21]([F:22])([F:24])[F:23])[CH:16]=3)[C:13](=[O:25])[O:12][N:11]=2)=[N:7][O:8][N:9]=1)(=[O:29])=[O:28]. (3) Given the reactants [Cl:1][C:2]1[C:3]([F:24])=[C:4]([C:16]2[CH:21]=[C:20]([O:22]C)[N:19]=[CH:18][N:17]=2)[C:5]([N:8]2[CH:12]=[C:11]([CH:13]([F:15])[F:14])[N:10]=[N:9]2)=[CH:6][CH:7]=1.Br, predict the reaction product. The product is: [Cl:1][C:2]1[C:3]([F:24])=[C:4]([C:16]2[N:17]=[CH:18][N:19]=[C:20]([OH:22])[CH:21]=2)[C:5]([N:8]2[CH:12]=[C:11]([CH:13]([F:15])[F:14])[N:10]=[N:9]2)=[CH:6][CH:7]=1. (4) Given the reactants [OH:1][C:2]([CH3:21])([CH3:20])[CH2:3][NH:4][C:5]([C:7]1[S:8][CH:9]=[C:10]([C:12]([N:14]2[CH2:18][CH2:17][CH2:16][C@@H:15]2[CH3:19])=[O:13])[N:11]=1)=[O:6].Br[C:23]1[CH:28]=[CH:27][C:26]([C:29]([OH:38])([C:34]([F:37])([F:36])[F:35])[C:30]([F:33])([F:32])[F:31])=[C:25]([F:39])[C:24]=1[F:40], predict the reaction product. The product is: [F:40][C:24]1[C:25]([F:39])=[C:26]([C:29]([OH:38])([C:30]([F:31])([F:32])[F:33])[C:34]([F:35])([F:36])[F:37])[CH:27]=[CH:28][C:23]=1[C:9]1[S:8][C:7]([C:5]([NH:4][CH2:3][C:2]([OH:1])([CH3:20])[CH3:21])=[O:6])=[N:11][C:10]=1[C:12]([N:14]1[CH2:18][CH2:17][CH2:16][C@@H:15]1[CH3:19])=[O:13]. (5) Given the reactants CC(OI1(OC(C)=O)(OC(C)=O)OC(=O)C2C=CC=CC1=2)=O.[CH3:23][O:24][C:25]1[CH:26]=[C:27]([CH2:32][CH2:33][OH:34])[CH:28]=[C:29]([CH3:31])[CH:30]=1, predict the reaction product. The product is: [CH3:23][O:24][C:25]1[CH:26]=[C:27]([CH2:32][CH:33]=[O:34])[CH:28]=[C:29]([CH3:31])[CH:30]=1. (6) Given the reactants [Cl:1][C:2]1[CH:3]=[C:4]2[C:8](=[C:9]([NH:11][C:12]([C@@H:14]3[CH2:19][O:18][C:17]([CH3:21])([CH3:20])[CH2:16][N:15]3[CH2:22][C:23]([N:25]3[CH2:30][C@@H:29]([CH3:31])[O:28][C@@H:27]([CH3:32])[CH2:26]3)=[O:24])=[O:13])[CH:10]=1)[NH:7][C:6]1[CH:33]=[N:34][CH:35]=[CH:36][C:5]2=1.C(OCC)(=O)C.Cl.C(O)(C)C, predict the reaction product. The product is: [ClH:1].[Cl:1][C:2]1[CH:3]=[C:4]2[C:8](=[C:9]([NH:11][C:12]([C@@H:14]3[CH2:19][O:18][C:17]([CH3:21])([CH3:20])[CH2:16][N:15]3[CH2:22][C:23]([N:25]3[CH2:26][C@@H:27]([CH3:32])[O:28][C@@H:29]([CH3:31])[CH2:30]3)=[O:24])=[O:13])[CH:10]=1)[NH:7][C:6]1[CH:33]=[N:34][CH:35]=[CH:36][C:5]2=1. (7) Given the reactants [CH3:1][C:2]1[CH:7]=[C:6]([CH3:8])[N:5]2[N:9]=[C:10]([C:12]([OH:14])=[O:13])[N:11]=[C:4]2[N:3]=1.OS(O)(=O)=O.[CH3:20]O, predict the reaction product. The product is: [CH3:1][C:2]1[CH:7]=[C:6]([CH3:8])[N:5]2[N:9]=[C:10]([C:12]([O:14][CH3:20])=[O:13])[N:11]=[C:4]2[N:3]=1.